This data is from Catalyst prediction with 721,799 reactions and 888 catalyst types from USPTO. The task is: Predict which catalyst facilitates the given reaction. (1) Reactant: [C:1]([O:5][C:6]([N:8]1[C:12](=[O:13])[CH2:11][CH2:10][C@H:9]1[C:14]([O:16][CH2:17][C:18]1[CH:23]=[CH:22][CH:21]=[CH:20][CH:19]=1)=[O:15])=[O:7])([CH3:4])([CH3:3])[CH3:2].[CH3:24][O:25][C:26]1[CH:27]=[C:28]([Mg]Br)[CH:29]=[CH:30][C:31]=1[O:32][CH3:33]. Product: [CH2:17]([O:16][C:14](=[O:15])[CH:9]([NH:8][C:6]([O:5][C:1]([CH3:4])([CH3:3])[CH3:2])=[O:7])[CH2:10][CH2:11][C:12]([C:29]1[CH:28]=[CH:27][C:26]([O:25][CH3:24])=[C:31]([O:32][CH3:33])[CH:30]=1)=[O:13])[C:18]1[CH:23]=[CH:22][CH:21]=[CH:20][CH:19]=1. The catalyst class is: 1. (2) Reactant: [CH2:1]([N:5]1[C:13]2[N:12]=[C:11]([Cl:14])[N:10](CC=C)[C:9]=2[C:8](=[O:18])[N:7]([CH2:19][CH2:20][CH2:21][C:22]#[N:23])[C:6]1=[O:24])[CH2:2][CH2:3][CH3:4].C1([SiH3])C=CC=CC=1. Product: [CH2:1]([N:5]1[C:13]2[N:12]=[C:11]([Cl:14])[NH:10][C:9]=2[C:8](=[O:18])[N:7]([CH2:19][CH2:20][CH2:21][C:22]#[N:23])[C:6]1=[O:24])[CH2:2][CH2:3][CH3:4]. The catalyst class is: 73. (3) The catalyst class is: 484. Reactant: [F:1][C:2]1[CH:7]=[CH:6][C:5]([F:8])=[CH:4][C:3]=1[S:9]([N:12]([C:16]1[CH:21]=[CH:20][CH:19]=[C:18]([C:22]2[C:26]([C:27]3[CH:32]=[CH:31][N:30]=[CH:29][CH:28]=3)=[CH:25][N:24]([CH:33]3[CH2:38][CH2:37][N:36]([CH3:39])[CH2:35][CH2:34]3)[N:23]=2)[C:17]=1[F:40])COC)(=[O:11])=[O:10]. Product: [F:1][C:2]1[CH:7]=[CH:6][C:5]([F:8])=[CH:4][C:3]=1[S:9]([NH:12][C:16]1[CH:21]=[CH:20][CH:19]=[C:18]([C:22]2[C:26]([C:27]3[CH:32]=[CH:31][N:30]=[CH:29][CH:28]=3)=[CH:25][N:24]([CH:33]3[CH2:34][CH2:35][N:36]([CH3:39])[CH2:37][CH2:38]3)[N:23]=2)[C:17]=1[F:40])(=[O:11])=[O:10]. (4) Reactant: [F:1][C:2]1[CH:7]=[CH:6][C:5]([N+:8]([O-])=O)=[CH:4][C:3]=1[C:11]12[CH2:18][CH:17]1[CH2:16][CH2:15][S:14][C:13]([NH:19][C:20](=[O:26])[O:21][C:22]([CH3:25])([CH3:24])[CH3:23])=[N:12]2.[H][H]. Product: [NH2:8][C:5]1[CH:6]=[CH:7][C:2]([F:1])=[C:3]([C:11]23[CH2:18][CH:17]2[CH2:16][CH2:15][S:14][C:13]([NH:19][C:20](=[O:26])[O:21][C:22]([CH3:23])([CH3:25])[CH3:24])=[N:12]3)[CH:4]=1. The catalyst class is: 19. (5) Reactant: C(O[BH-](OC(=O)C)OC(=O)C)(=O)C.[Na+].[NH2:15][C:16]([CH3:46])([CH3:45])[CH2:17][O:18][C:19]1[CH:24]=[CH:23][C:22]([NH:25][C:26](=[O:37])[C:27]2[CH:32]=[CH:31][CH:30]=[C:29]([C:33]([F:36])([F:35])[F:34])[CH:28]=2)=[CH:21][C:20]=1[C:38]1[N:39]([CH3:44])[N:40]=[CH:41][C:42]=1[Cl:43].[CH:47](=O)[CH2:48][CH2:49][CH3:50].C(Cl)(=O)C. Product: [CH2:47]([NH:15][C:16]([CH3:46])([CH3:45])[CH2:17][O:18][C:19]1[CH:24]=[CH:23][C:22]([NH:25][C:26](=[O:37])[C:27]2[CH:32]=[CH:31][CH:30]=[C:29]([C:33]([F:36])([F:34])[F:35])[CH:28]=2)=[CH:21][C:20]=1[C:38]1[N:39]([CH3:44])[N:40]=[CH:41][C:42]=1[Cl:43])[CH2:48][CH2:49][CH3:50]. The catalyst class is: 36. (6) Reactant: Br.Br.[OH:3][C:4]1[CH:5]=[C:6]2[C:11](=[CH:12][CH:13]=1)[N:10]=[CH:9][C:8]([NH2:14])=[CH:7]2.Cl[C:16]1[N:21]=[C:20](Cl)[CH:19]=[CH:18][N:17]=1. Product: [OH:3][C:4]1[CH:5]=[C:6]2[C:11](=[CH:12][CH:13]=1)[N:10]=[CH:9][C:8]([NH:14][C:16]1[N:21]=[C:20]([NH:14][C:8]3[CH:9]=[N:10][C:11]4[C:6]([CH:7]=3)=[CH:5][C:4]([OH:3])=[CH:13][CH:12]=4)[CH:19]=[CH:18][N:17]=1)=[CH:7]2. The catalyst class is: 41. (7) Reactant: [F:1][C:2]1[CH:18]=[C:17]([N+:19]([O-])=O)[CH:16]=[CH:15][C:3]=1[O:4][C:5]1[CH:13]=[CH:12][CH:11]=[C:10]2[C:6]=1[C:7]([CH3:14])=[N:8][NH:9]2.O.NN. Product: [F:1][C:2]1[CH:18]=[C:17]([NH2:19])[CH:16]=[CH:15][C:3]=1[O:4][C:5]1[CH:13]=[CH:12][CH:11]=[C:10]2[C:6]=1[C:7]([CH3:14])=[N:8][NH:9]2. The catalyst class is: 29.